Dataset: Full USPTO retrosynthesis dataset with 1.9M reactions from patents (1976-2016). Task: Predict the reactants needed to synthesize the given product. (1) Given the product [CH:1]([C:4]1([C:10]([NH2:21])=[O:12])[CH2:8][CH2:7][C:6](=[O:9])[CH2:5]1)([CH3:3])[CH3:2], predict the reactants needed to synthesize it. The reactants are: [CH:1]([C@:4]1([C:10]([OH:12])=O)[CH2:8][CH2:7][C:6](=[O:9])[CH2:5]1)([CH3:3])[CH3:2].C(Cl)(=O)C(Cl)=O.C([N:21](CC)CC)C. (2) Given the product [OH:17][CH2:16][CH2:15][O:12][C:11]([C:1]1[C:10]2[C:5](=[CH:6][CH:7]=[CH:8][CH:9]=2)[CH:4]=[CH:3][CH:2]=1)=[O:13], predict the reactants needed to synthesize it. The reactants are: [C:1]1([C:11]([OH:13])=[O:12])[C:10]2[C:5](=[CH:6][CH:7]=[CH:8][CH:9]=2)[CH:4]=[CH:3][CH:2]=1.Br[CH2:15][CH2:16][OH:17]. (3) Given the product [Cl:21][C:2]1[C:3]([C:15]([O:17][CH3:18])=[O:16])=[CH:4][N:5]([C:9]2[CH:14]=[CH:13][CH:12]=[CH:11][CH:10]=2)[C:6](=[O:8])[CH:7]=1, predict the reactants needed to synthesize it. The reactants are: O[C:2]1[C:3]([C:15]([O:17][CH3:18])=[O:16])=[CH:4][N:5]([C:9]2[CH:14]=[CH:13][CH:12]=[CH:11][CH:10]=2)[C:6](=[O:8])[CH:7]=1.O=P(Cl)(Cl)[Cl:21]. (4) Given the product [CH3:44][O:43][CH2:42][C@:37]1([OH:45])[CH2:38][CH2:39][CH2:40][CH2:41][C@H:36]1[N:28]1[C:29]([C:30]2[CH:31]=[CH:32][CH:33]=[CH:34][CH:35]=2)=[C:25]([C:23]([N:22]2[CH2:21][CH2:20][NH:19][CH2:18][C@H:17]2[CH2:16][CH2:15][O:14][C:13]2[CH:12]=[CH:11][C:10]([N:7]3[CH2:8][CH2:9][NH:4][CH2:5][CH2:6]3)=[CH:57][CH:56]=2)=[O:24])[N:26]=[CH:27]1, predict the reactants needed to synthesize it. The reactants are: C([N:4]1[CH2:9][CH2:8][N:7]([C:10]2[CH:57]=[CH:56][C:13]([O:14][CH2:15][CH2:16][C@H:17]3[N:22]([C:23]([C:25]4[N:26]=[CH:27][N:28]([C@@H:36]5[CH2:41][CH2:40][CH2:39][CH2:38][C@@:37]5([OH:45])[CH2:42][O:43][CH3:44])[C:29]=4[C:30]4[CH:35]=[CH:34][CH:33]=[CH:32][CH:31]=4)=[O:24])[CH2:21][CH2:20][N:19](C(OCC4C=CC=CC=4)=O)[CH2:18]3)=[CH:12][CH:11]=2)[CH2:6][CH2:5]1)(=O)C.[OH-].[Na+]. (5) The reactants are: [C:1]([O:5][C:6]([N:8]1[CH2:13][CH2:12][CH:11](OS(C)(=O)=O)[CH2:10][CH2:9]1)=[O:7])([CH3:4])([CH3:3])[CH3:2].[Cl:19][C:20]1[CH:21]=[C:22]([SH:27])[CH:23]=[CH:24][C:25]=1[Cl:26].C(=O)([O-])[O-].[K+].[K+].O. Given the product [C:1]([O:5][C:6]([N:8]1[CH2:9][CH2:10][CH:11]([S:27][C:22]2[CH:23]=[CH:24][C:25]([Cl:26])=[C:20]([Cl:19])[CH:21]=2)[CH2:12][CH2:13]1)=[O:7])([CH3:2])([CH3:3])[CH3:4], predict the reactants needed to synthesize it.